From a dataset of Forward reaction prediction with 1.9M reactions from USPTO patents (1976-2016). Predict the product of the given reaction. (1) Given the reactants [C:1]([N:8]1[CH2:13][CH2:12][C:11](=O)[CH2:10][CH2:9]1)([O:3][C:4]([CH3:7])([CH3:6])[CH3:5])=[O:2].[NH:15]1[CH2:21][CH2:20][CH2:19][CH2:18][CH2:17][CH2:16]1.C(O)(=O)C.C(O[BH-](OC(=O)C)OC(=O)C)(=O)C.[Na+].C(=O)([O-])O.[Na+], predict the reaction product. The product is: [N:15]1([CH:11]2[CH2:12][CH2:13][N:8]([C:1]([O:3][C:4]([CH3:7])([CH3:6])[CH3:5])=[O:2])[CH2:9][CH2:10]2)[CH2:21][CH2:20][CH2:19][CH2:18][CH2:17][CH2:16]1. (2) Given the reactants C([O:5][N:6]=[C:7]1[C:16]2[C:11](=[CH:12][CH:13]=[C:14]([O:17][CH2:18][CH2:19][Cl:20])[CH:15]=2)[O:10][C:9]([C:21]2[N:26]=[CH:25][N:24]3[CH:27]=[CH:28][CH:29]=[C:23]3[CH:22]=2)=[CH:8]1)(C)(C)C.[CH:30]1([NH2:35])[CH2:34][CH2:33][CH2:32][CH2:31]1, predict the reaction product. The product is: [ClH:20].[CH:30]1([NH:35][CH2:19][CH2:18][O:17][C:14]2[CH:15]=[C:16]3[C:11](=[CH:12][CH:13]=2)[O:10][C:9]([C:21]2[N:26]=[CH:25][N:24]4[CH:27]=[CH:28][CH:29]=[C:23]4[CH:22]=2)=[CH:8][C:7]3=[N:6][OH:5])[CH2:34][CH2:33][CH2:32][CH2:31]1. (3) Given the reactants [NH:1]1[C:9]2[C:4](=[CH:5][CH:6]=[CH:7][CH:8]=2)[C:3]([CH2:10][C:11]([OH:13])=[O:12])=[CH:2]1.C([Li])CCC.[Cl:19][C:20]1[N:21]=[C:22]2[N:26]([C:27]=1[S:28](Cl)(=[O:30])=[O:29])[CH:25]=[CH:24][S:23]2, predict the reaction product. The product is: [Cl:19][C:20]1[N:21]=[C:22]2[N:26]([C:27]=1[S:28]([N:1]1[C:9]3[C:4](=[CH:5][CH:6]=[CH:7][CH:8]=3)[C:3]([CH2:10][C:11]([OH:13])=[O:12])=[CH:2]1)(=[O:30])=[O:29])[CH:25]=[CH:24][S:23]2. (4) The product is: [CH:38]1([C:41]2[N:19]([CH2:18][CH2:17][O:16][Si:15]([C:12]([CH3:14])([CH3:13])[CH3:11])([CH3:37])[CH3:36])[N:20]=[C:21]([C:29]3[CH:34]=[CH:33][CH:32]=[CH:31][CH:30]=3)[C:22]=2[C:23]2[CH:28]=[CH:27][CH:1]=[CH:25][CH:24]=2)[CH2:40][CH2:39]1. Given the reactants [CH3:1][Si](C)(C)[N-][Si](C)(C)C.[Na+].[CH3:11][C:12]([Si:15]([CH3:37])([CH3:36])[O:16][CH2:17][CH2:18][NH:19][N:20]=[C:21]([C:29]1[CH:34]=[CH:33][C:32](F)=[CH:31][CH:30]=1)[CH2:22][C:23]1[CH:28]=[CH:27]N=[CH:25][CH:24]=1)([CH3:14])[CH3:13].[CH:38]1([C:41](OC)=O)[CH2:40][CH2:39]1.O, predict the reaction product. (5) Given the reactants [C:1]1([CH3:9])[CH:6]=[CH:5][C:4]([C:7]#[N:8])=[CH:3][CH:2]=1.[N-:10]=[N+:11]=[N-:12].[Na+].Cl, predict the reaction product. The product is: [CH3:9][C:1]1[CH:6]=[CH:5][C:4]([C:7]2[NH:12][N:11]=[N:10][N:8]=2)=[CH:3][CH:2]=1. (6) Given the reactants C(O[C:4](=[O:14])[CH2:5][N:6]1[CH:11]([CH3:12])[CH2:10][O:9][CH2:8][CH:7]1[CH3:13])C.O.[NH2:16][NH2:17].[CH2:18](O)[CH3:19], predict the reaction product. The product is: [CH2:18]([CH:5]([N:6]1[CH:7]([CH3:13])[CH2:8][O:9][CH2:10][CH:11]1[CH3:12])[C:4]([NH:16][NH2:17])=[O:14])[CH3:19]. (7) Given the reactants [BH4-].[Na+].[N+:3]([C:6]1[CH:7]=[C:8]2[CH:14]=[C:13]([CH:15]=[O:16])[N:12]([S:17]([C:20]3[CH:25]=[CH:24][CH:23]=[CH:22][CH:21]=3)(=[O:19])=[O:18])[C:9]2=[N:10][CH:11]=1)([O-:5])=[O:4].O.C(OCC)(=O)C, predict the reaction product. The product is: [N+:3]([C:6]1[CH:7]=[C:8]2[CH:14]=[C:13]([CH2:15][OH:16])[N:12]([S:17]([C:20]3[CH:21]=[CH:22][CH:23]=[CH:24][CH:25]=3)(=[O:18])=[O:19])[C:9]2=[N:10][CH:11]=1)([O-:5])=[O:4]. (8) Given the reactants [O:1]=[C:2]1[CH2:11][CH2:10][C:9]2[C:4](=[CH:5][CH:6]=[C:7]([C:12]3[CH:17]=[CH:16][C:15]([C:18]([F:21])([F:20])[F:19])=[CH:14][CH:13]=3)[CH:8]=2)[N:3]1[CH2:22][C:23]([OH:25])=[O:24].C(=O)(O)[O-].[Na+:30].O, predict the reaction product. The product is: [O:1]=[C:2]1[CH2:11][CH2:10][C:9]2[C:4](=[CH:5][CH:6]=[C:7]([C:12]3[CH:13]=[CH:14][C:15]([C:18]([F:20])([F:19])[F:21])=[CH:16][CH:17]=3)[CH:8]=2)[N:3]1[CH2:22][C:23]([O-:25])=[O:24].[Na+:30].